From a dataset of Forward reaction prediction with 1.9M reactions from USPTO patents (1976-2016). Predict the product of the given reaction. Given the reactants [Br:1][C:2]1[CH:20]=[CH:19][C:5]([CH2:6][C:7]2[S:11][C:10]([NH2:12])=[CH:9][C:8]=2[C:13]2[CH:18]=[CH:17][CH:16]=[CH:15][CH:14]=2)=[CH:4][CH:3]=1.[CH2:21]([O:23][C:24]1[CH:25]=[C:26]([C:33](=[O:39])[CH2:34][CH2:35][C:36](O)=[O:37])[CH:27]=[CH:28][C:29]=1[O:30][CH2:31][CH3:32])[CH3:22].C1C=CC2N(O)N=NC=2C=1.CCN=C=NCCCN(C)C, predict the reaction product. The product is: [Br:1][C:2]1[CH:20]=[CH:19][C:5]([CH2:6][C:7]2[S:11][C:10]([NH:12][C:36](=[O:37])[CH2:35][CH2:34][C:33]([C:26]3[CH:27]=[CH:28][C:29]([O:30][CH2:31][CH3:32])=[C:24]([O:23][CH2:21][CH3:22])[CH:25]=3)=[O:39])=[CH:9][C:8]=2[C:13]2[CH:18]=[CH:17][CH:16]=[CH:15][CH:14]=2)=[CH:4][CH:3]=1.